This data is from Full USPTO retrosynthesis dataset with 1.9M reactions from patents (1976-2016). The task is: Predict the reactants needed to synthesize the given product. (1) Given the product [C:1]([O:5][C:6](=[O:41])[N:7]([CH2:11][C@H:12]1[C@@H:16]([CH2:17][NH:18][CH:31]([CH3:33])[CH3:32])[CH2:15][N:14]([CH2:34][C:35]2[CH:40]=[CH:39][CH:38]=[CH:37][CH:36]=2)[CH2:13]1)[CH:8]([CH3:10])[CH3:9])([CH3:3])([CH3:2])[CH3:4], predict the reactants needed to synthesize it. The reactants are: [C:1]([O:5][C:6](=[O:41])[N:7]([CH2:11][C@H:12]1[C@@H:16]([CH2:17][N:18]([CH:31]([CH3:33])[CH3:32])S(C2C=CC=CC=2[N+]([O-])=O)(=O)=O)[CH2:15][N:14]([CH2:34][C:35]2[CH:40]=[CH:39][CH:38]=[CH:37][CH:36]=2)[CH2:13]1)[CH:8]([CH3:10])[CH3:9])([CH3:4])([CH3:3])[CH3:2].SCCO.C1CCN2C(=NCCC2)CC1. (2) Given the product [CH2:1]([C:8]1[CH:9]=[N:10][C:11]2[C:16]([C:17]=1[C:18]1[CH:19]=[C:20]([NH:24][CH2:39][C:29]3[C:38]4[C:33](=[CH:34][CH:35]=[CH:36][CH:37]=4)[CH:32]=[CH:31][CH:30]=3)[CH:21]=[CH:22][CH:23]=1)=[CH:15][CH:14]=[CH:13][C:12]=2[C:25]([F:28])([F:26])[F:27])[C:2]1[CH:3]=[CH:4][CH:5]=[CH:6][CH:7]=1, predict the reactants needed to synthesize it. The reactants are: [CH2:1]([C:8]1[CH:9]=[N:10][C:11]2[C:16]([C:17]=1[C:18]1[CH:19]=[C:20]([NH2:24])[CH:21]=[CH:22][CH:23]=1)=[CH:15][CH:14]=[CH:13][C:12]=2[C:25]([F:28])([F:27])[F:26])[C:2]1[CH:7]=[CH:6][CH:5]=[CH:4][CH:3]=1.[C:29]1([CH:39]=O)[C:38]2[C:33](=[CH:34][CH:35]=[CH:36][CH:37]=2)[CH:32]=[CH:31][CH:30]=1. (3) Given the product [Cl:30][C:27]1[CH:28]=[CH:29][C:24]([S:23][C:3]2[C:4]3[C:5](=[N:6][CH:7]=[CH:8][CH:9]=3)[NH:1][C:2]=2[C:10]2[CH:11]=[CH:12][C:13]([S:16]([NH2:19])(=[O:18])=[O:17])=[CH:14][CH:15]=2)=[N:25][CH:26]=1, predict the reactants needed to synthesize it. The reactants are: [NH:1]1[C:5]2=[N:6][CH:7]=[CH:8][CH:9]=[C:4]2[CH:3]=[C:2]1[C:10]1[CH:15]=[CH:14][C:13]([S:16]([NH2:19])(=[O:18])=[O:17])=[CH:12][CH:11]=1.[H-].[Na+].[S:23]([C:24]1[CH:29]=[CH:28][C:27]([Cl:30])=[CH:26][N:25]=1)[S:23][C:24]1[CH:29]=[CH:28][C:27]([Cl:30])=[CH:26][N:25]=1.